Dataset: Full USPTO retrosynthesis dataset with 1.9M reactions from patents (1976-2016). Task: Predict the reactants needed to synthesize the given product. (1) Given the product [N+:9]([C:5]1[CH:6]=[CH:7][CH:8]=[C:1]([OH:2])[C:3]=1[OH:4])([O-:11])=[O:10], predict the reactants needed to synthesize it. The reactants are: [C:1]1([C:3](=[CH:5][CH:6]=[CH:7][CH:8]=1)[OH:4])[OH:2].[N+:9]([O-])([OH:11])=[O:10]. (2) The reactants are: [NH:1]1[CH2:6][CH2:5][C:4](=[O:7])[CH2:3][CH2:2]1.Cl[CH2:9][CH2:10][CH2:11][O:12][CH2:13][CH2:14][CH2:15][CH3:16]. Given the product [CH2:13]([O:12][CH2:11][CH2:10][CH2:9][N:1]1[CH2:6][CH2:5][C:4](=[O:7])[CH2:3][CH2:2]1)[CH2:14][CH2:15][CH3:16], predict the reactants needed to synthesize it. (3) Given the product [Cl:1][C:2]1[CH:7]=[CH:6][C:5]([C:8]2[N:12]([C:13]3[CH:18]=[CH:17][C:16]([Cl:19])=[CH:15][C:14]=3[Cl:20])[N:11]=[C:10]([C:21]3[N:22]([CH3:29])[C:23]([CH3:28])([CH3:27])[C:24](=[S:40])[N:25]=3)[C:9]=2[CH3:30])=[CH:4][CH:3]=1, predict the reactants needed to synthesize it. The reactants are: [Cl:1][C:2]1[CH:7]=[CH:6][C:5]([C:8]2[N:12]([C:13]3[CH:18]=[CH:17][C:16]([Cl:19])=[CH:15][C:14]=3[Cl:20])[N:11]=[C:10]([C:21]3[N:22]([CH3:29])[C:23]([CH3:28])([CH3:27])[C:24](=O)[N:25]=3)[C:9]=2[CH3:30])=[CH:4][CH:3]=1.COC1C=CC(P2(SP(C3C=CC(OC)=CC=3)(=S)S2)=[S:40])=CC=1. (4) Given the product [O:16]=[C:7]1[C:8]2[C:9](=[CH:12][CH:13]=[CH:14][CH:15]=2)[C:10](=[O:11])[N:6]1[CH2:5][CH2:4][CH2:3][CH2:2][P:20](=[O:24])([O:21][CH2:22][CH3:23])[O:19][CH2:17][CH3:18], predict the reactants needed to synthesize it. The reactants are: Br[CH2:2][CH2:3][CH2:4][CH2:5][N:6]1[C:10](=[O:11])[C:9]2=[CH:12][CH:13]=[CH:14][CH:15]=[C:8]2[C:7]1=[O:16].[CH2:17]([O:19][P:20]([O:24]CC)[O:21][CH2:22][CH3:23])[CH3:18].CO. (5) Given the product [O:32]=[C:26]1[CH:25]([N:18]2[C:17](=[O:33])[C:16]3[C:20](=[CH:21][CH:22]=[CH:23][C:15]=3[CH2:14][NH:13][C:34](=[O:45])[CH2:35][CH2:36][CH2:37][CH2:38][CH2:39][CH2:40][CH2:41][CH2:42][CH2:43][CH3:44])[C:19]2=[O:24])[CH2:30][CH2:29][C:28](=[O:31])[NH:27]1, predict the reactants needed to synthesize it. The reactants are: N12CCCN=C1CCCCC2.Cl.[NH2:13][CH2:14][C:15]1[CH:23]=[CH:22][CH:21]=[C:20]2[C:16]=1[C:17](=[O:33])[N:18]([CH:25]1[CH2:30][CH2:29][C:28](=[O:31])[NH:27][C:26]1=[O:32])[C:19]2=[O:24].[C:34](Cl)(=[O:45])[CH2:35][CH2:36][CH2:37][CH2:38][CH2:39][CH2:40][CH2:41][CH2:42][CH2:43][CH3:44]. (6) Given the product [F:1][C:2]1[CH:7]=[C:6]([F:8])[C:5]([F:9])=[CH:4][C:3]=1[S:10]([N:13]([CH2:27][CH:26]=[CH2:25])[C:14]1[S:15][CH:16]=[CH:17][N:18]=1)(=[O:11])=[O:12], predict the reactants needed to synthesize it. The reactants are: [F:1][C:2]1[CH:7]=[C:6]([F:8])[C:5]([F:9])=[CH:4][C:3]=1[S:10]([NH:13][C:14]1[S:15][CH:16]=[CH:17][N:18]=1)(=[O:12])=[O:11].C(=O)([O-])[O-].[K+].[K+].[CH2:25](Br)[CH:26]=[CH2:27]. (7) Given the product [Br:11][CH2:12][CH2:13][CH2:14][CH2:15][CH2:16][C:17]([NH:6][C:5]1[CH:7]=[CH:8][CH:9]=[CH:10][C:4]=1[N+:1]([O-:3])=[O:2])=[O:18], predict the reactants needed to synthesize it. The reactants are: [N+:1]([C:4]1[CH:10]=[CH:9][CH:8]=[CH:7][C:5]=1[NH2:6])([O-:3])=[O:2].[Br:11][CH2:12][CH2:13][CH2:14][CH2:15][CH2:16][C:17](Cl)=[O:18]. (8) Given the product [CH2:22]([O:24][C:25](=[O:26])[C:27]1[CH:32]=[CH:31][C:30]([C:14]2[CH:13]=[N:12][C:7]3[NH:8][CH2:9][C:10](=[O:11])[N:5]([CH2:4][C:3]4[CH:17]=[C:18]([F:21])[CH:19]=[CH:20][C:2]=4[F:1])[C:6]=3[CH:15]=2)=[CH:29][CH:28]=1)[CH3:23], predict the reactants needed to synthesize it. The reactants are: [F:1][C:2]1[CH:20]=[CH:19][C:18]([F:21])=[CH:17][C:3]=1[CH2:4][N:5]1[C:10](=[O:11])[CH2:9][NH:8][C:7]2[N:12]=[CH:13][C:14](I)=[CH:15][C:6]1=2.[CH2:22]([O:24][C:25]([C:27]1[CH:32]=[CH:31][C:30](B(O)O)=[CH:29][CH:28]=1)=[O:26])[CH3:23]. (9) Given the product [ClH:32].[F:1][C:2]1[CH:27]=[C:26]([CH:25]=[CH:24][C:3]=1[O:4][C@H:5]1[CH2:9][CH2:8][N:7]([CH:10]2[CH2:15][CH2:14][NH:13][CH2:12][CH2:11]2)[C:6]1=[O:23])[C:28]([O:30][CH3:31])=[O:29], predict the reactants needed to synthesize it. The reactants are: [F:1][C:2]1[CH:27]=[C:26]([C:28]([O:30][CH3:31])=[O:29])[CH:25]=[CH:24][C:3]=1[O:4][C@H:5]1[CH2:9][CH2:8][N:7]([CH:10]2[CH2:15][CH2:14][N:13](C(OC(C)(C)C)=O)[CH2:12][CH2:11]2)[C:6]1=[O:23].[ClH:32].C(O)(C)C. (10) Given the product [C:1]([O:5][C:6]([N:8]1[CH2:12][CH2:11][CH2:10][C@H:9]1[C:13](=[O:29])[NH:14][C:15]1[S:16][CH:17]=[C:18]([C:20]2[CH:25]=[CH:24][C:23]([C:26](=[O:28])[NH:44][CH:43]3[CH2:41][CH2:42]3)=[CH:22][CH:21]=2)[N:19]=1)=[O:7])([CH3:4])([CH3:3])[CH3:2], predict the reactants needed to synthesize it. The reactants are: [C:1]([O:5][C:6]([N:8]1[CH2:12][CH2:11][CH2:10][C@H:9]1[C:13](=[O:29])[NH:14][C:15]1[S:16][CH:17]=[C:18]([C:20]2[CH:25]=[CH:24][C:23]([C:26]([OH:28])=O)=[CH:22][CH:21]=2)[N:19]=1)=[O:7])([CH3:4])([CH3:3])[CH3:2].CN(C(ON1N=NC2[CH:41]=[CH:42][CH:43]=[N:44]C1=2)=[N+](C)C)C.F[P-](F)(F)(F)(F)F.CCN(C(C)C)C(C)C.C1(N)CC1.